This data is from Catalyst prediction with 721,799 reactions and 888 catalyst types from USPTO. The task is: Predict which catalyst facilitates the given reaction. (1) Reactant: [C:1]([C:5]1[CH:6]=[C:7]([C:15]2[NH:19][C:18]([C:20]([O:22]C)=[O:21])=[CH:17][C:16]=2[CH2:24][CH:25]2[CH2:30][CH2:29][CH2:28][CH2:27][CH2:26]2)[CH:8]=[C:9]([C:11]2([CH3:14])[CH2:13][CH2:12]2)[CH:10]=1)([CH3:4])([CH3:3])[CH3:2].[Li+].[OH-].Cl. Product: [C:1]([C:5]1[CH:6]=[C:7]([C:15]2[NH:19][C:18]([C:20]([OH:22])=[O:21])=[CH:17][C:16]=2[CH2:24][CH:25]2[CH2:30][CH2:29][CH2:28][CH2:27][CH2:26]2)[CH:8]=[C:9]([C:11]2([CH3:14])[CH2:13][CH2:12]2)[CH:10]=1)([CH3:2])([CH3:3])[CH3:4]. The catalyst class is: 87. (2) Reactant: [C:1]([C:3]1(O)[CH2:8][CH2:7][CH2:6][N:5]([C:9]([O:11][C:12]([CH3:15])([CH3:14])[CH3:13])=[O:10])[CH2:4]1)#[N:2].CCN(S(F)(F)[F:23])CC. Product: [C:1]([C:3]1([F:23])[CH2:8][CH2:7][CH2:6][N:5]([C:9]([O:11][C:12]([CH3:15])([CH3:14])[CH3:13])=[O:10])[CH2:4]1)#[N:2]. The catalyst class is: 2. (3) Reactant: [Cl:1][C:2]1[CH:3]=[CH:4][C:5]([CH3:24])=[C:6]([CH:23]=1)[CH2:7][NH:8][C:9]([C:11]1[O:15][N:14]=[C:13]([NH:16]C(=O)C(F)(F)F)[CH:12]=1)=O.P(Cl)(Cl)(Cl)(Cl)Cl.C1(C)C=CC=CC=1.[NH2:38][OH:39]. Product: [NH2:16][C:13]1[CH:12]=[C:11]([C:9](=[N:38][OH:39])[NH:8][CH2:7][C:6]2[CH:23]=[C:2]([Cl:1])[CH:3]=[CH:4][C:5]=2[CH3:24])[O:15][N:14]=1. The catalyst class is: 815. (4) Reactant: [C:1]([C:4]1[C:5]([CH3:19])=[N:6][N:7]([C:10]2[CH:17]=[CH:16][C:13]([C:14]#[N:15])=[C:12]([Cl:18])[CH:11]=2)[C:8]=1[CH3:9])(=O)[CH3:2].[F:20][C:21]1[CH:26]=[CH:25][C:24]([Mg]Br)=[CH:23][CH:22]=1.C1COCC1.[Cl-].[NH4+]. Product: [Cl:18][C:12]1[CH:11]=[C:10]([N:7]2[C:8]([CH3:9])=[C:4]([C:1]([C:24]3[CH:25]=[CH:26][C:21]([F:20])=[CH:22][CH:23]=3)=[CH2:2])[C:5]([CH3:19])=[N:6]2)[CH:17]=[CH:16][C:13]=1[C:14]#[N:15]. The catalyst class is: 1. (5) Reactant: [CH3:1][N:2]1[C:14]2[CH2:13][CH2:12][C@@H:11]([NH:15][C:16](=[O:22])[O:17][C:18]([CH3:21])([CH3:20])[CH3:19])[CH2:10][C:9]=2[C:8]2[C:3]1=[CH:4][CH:5]=[C:6]([S:23]([C:26]1[CH:31]=[CH:30][CH:29]=[CH:28][CH:27]=1)(=[O:25])=[O:24])[CH:7]=2.[H-].[Na+].[CH3:34]I. Product: [CH3:34][N:15]([C@H:11]1[CH2:10][C:9]2[C:8]3[C:3](=[CH:4][CH:5]=[C:6]([S:23]([C:26]4[CH:31]=[CH:30][CH:29]=[CH:28][CH:27]=4)(=[O:25])=[O:24])[CH:7]=3)[N:2]([CH3:1])[C:14]=2[CH2:13][CH2:12]1)[C:16](=[O:22])[O:17][C:18]([CH3:21])([CH3:19])[CH3:20]. The catalyst class is: 3. (6) Reactant: CS(O[C@H:6]1[CH2:9][C@@H:8]([NH:10][C:11]([O:13][C:14]([CH3:17])([CH3:16])[CH3:15])=[O:12])[CH2:7]1)(=O)=O.[N-:18]=[N+:19]=[N-:20].[Na+]. Product: [C:14]([O:13][C:11](=[O:12])[NH:10][C@H:8]1[CH2:9][C@@H:6]([N:18]=[N+:19]=[N-:20])[CH2:7]1)([CH3:17])([CH3:16])[CH3:15]. The catalyst class is: 18. (7) Product: [F:35][C:29]1[CH2:30][CH2:31][CH2:32][CH:33]([F:34])[C:28]=1[C:7]1[S:6][C:5]([C:3]([OH:4])=[O:2])=[C:9]([N:10]([C@H:20]2[CH2:21][CH2:22][C@H:23]([O:26][CH3:27])[CH2:24][CH2:25]2)[C:11]([C@H:13]2[CH2:18][CH2:17][C@H:16]([CH3:19])[CH2:15][CH2:14]2)=[O:12])[CH:8]=1.[F:70][C:64]1[CH:65]([F:69])[CH2:66][CH2:67][CH2:68][C:63]=1[C:42]1[S:41][C:40]([C:38]([OH:39])=[O:37])=[C:44]([N:45]([C@H:55]2[CH2:56][CH2:57][C@H:58]([O:61][CH3:62])[CH2:59][CH2:60]2)[C:46]([C@H:48]2[CH2:53][CH2:52][C@H:51]([CH3:54])[CH2:50][CH2:49]2)=[O:47])[CH:43]=1. The catalyst class is: 278. Reactant: C[O:2][C:3]([C:5]1[S:6][C:7]([C:28]2[CH:33]([F:34])[CH2:32][CH2:31][CH2:30][C:29]=2[F:35])=[CH:8][C:9]=1[N:10]([C@H:20]1[CH2:25][CH2:24][C@H:23]([O:26][CH3:27])[CH2:22][CH2:21]1)[C:11]([C@H:13]1[CH2:18][CH2:17][C@H:16]([CH3:19])[CH2:15][CH2:14]1)=[O:12])=[O:4].C[O:37][C:38]([C:40]1[S:41][C:42]([C:63]2[CH2:68][CH2:67][CH2:66][CH:65]([F:69])[C:64]=2[F:70])=[CH:43][C:44]=1[N:45]([C@H:55]1[CH2:60][CH2:59][C@H:58]([O:61][CH3:62])[CH2:57][CH2:56]1)[C:46]([C@H:48]1[CH2:53][CH2:52][C@H:51]([CH3:54])[CH2:50][CH2:49]1)=[O:47])=[O:39].[Li+].[OH-].O.